The task is: Predict the reaction yield, written as a fraction of the theoretical maximum amount of product (1.0 means a 100% yield; for example, 0.34 means a 34% yield).. This data is from Reaction yield outcomes from USPTO patents with 853,638 reactions. (1) The yield is 0.430. The catalyst is CN(C)C=O. The product is [Cl:61][C:56]1[CH:55]=[C:54]([CH:59]=[CH:58][C:57]=1[F:60])[CH2:53][N:52]1[C:17](=[O:18])[C:16]([C:11]2[NH:10][C:9]3[CH:20]=[CH:21][C:6]([NH:5][S:2]([CH3:1])(=[O:4])=[O:3])=[CH:7][C:8]=3[S:13](=[O:15])(=[O:14])[N:12]=2)=[C:44]([OH:45])[C@H:46]2[C@@H:51]1[C@H:50]1[CH2:62][C@@H:47]2[CH2:48][CH2:49]1. The reactants are [CH3:1][S:2]([NH:5][C:6]1[CH:21]=[CH:20][C:9]2[NH:10][C:11]([CH2:16][C:17](O)=[O:18])=[N:12][S:13](=[O:15])(=[O:14])[C:8]=2[CH:7]=1)(=[O:4])=[O:3].Cl.CN(C)CCCN=C=NCC.CN1CCOCC1.C(O[C:44]([C@H:46]1[C@@H:51]([NH:52][CH2:53][C:54]2[CH:59]=[CH:58][C:57]([F:60])=[C:56]([Cl:61])[CH:55]=2)[C@H:50]2[CH2:62][C@@H:47]1[CH2:48][CH2:49]2)=[O:45])C.[O-]CC.[Na+].C(O)C. (2) The reactants are [Cl:1][C:2]1[C:3]([O:12][C:13]2[CH:18]=[CH:17][C:16]([Cl:19])=[C:15]([C:20]([F:23])([F:22])[F:21])[CH:14]=2)=[CH:4][C:5]([F:11])=[C:6]([CH:10]=1)[C:7](O)=[O:8].CCN=C=NCCCN(C)C.Cl.[CH3:36][S:37]([NH2:40])(=[O:39])=[O:38].Cl. The catalyst is C(Cl)Cl.CN(C1C=CN=CC=1)C. The yield is 0.340. The product is [Cl:1][C:2]1[C:3]([O:12][C:13]2[CH:18]=[CH:17][C:16]([Cl:19])=[C:15]([C:20]([F:23])([F:22])[F:21])[CH:14]=2)=[CH:4][C:5]([F:11])=[C:6]([CH:10]=1)[C:7]([NH:40][S:37]([CH3:36])(=[O:39])=[O:38])=[O:8].